This data is from Catalyst prediction with 721,799 reactions and 888 catalyst types from USPTO. The task is: Predict which catalyst facilitates the given reaction. (1) Reactant: [CH3:1][O:2][C:3]([C:5]1[S:6][C:7]2[CH:8](Br)[CH2:9][O:10][C:11]3[CH:18]=[CH:17][C:16]([Br:19])=[CH:15][C:12]=3[C:13]=2[N:14]=1)=[O:4].[N-:21]=[N+:22]=[N-:23].[Na+]. Product: [CH3:1][O:2][C:3]([C:5]1[S:6][C:7]2[CH:8]([N:21]=[N+:22]=[N-:23])[CH2:9][O:10][C:11]3[CH:18]=[CH:17][C:16]([Br:19])=[CH:15][C:12]=3[C:13]=2[N:14]=1)=[O:4]. The catalyst class is: 24. (2) Reactant: Cl.[NH2:2][C:3]1[S:4][C:5]([Cl:8])=[CH:6][N:7]=1.CCN=C=NCCCN(C)C.Cl.OS1C2C=CC=CC=2N=C1.C(N(CC)CC)C.[OH:38][C:39]12[CH2:48][CH:43]3[CH2:44][CH:45]([CH2:47][C:41]([C:49](O)=[O:50])([CH2:42]3)[CH2:40]1)[CH2:46]2. Product: [Cl:8][C:5]1[S:4]/[C:3](=[N:2]\[C:49]([C:41]23[CH2:42][CH:43]4[CH2:44][CH:45]([CH2:46][C:39]([OH:38])([CH2:48]4)[CH2:40]2)[CH2:47]3)=[O:50])/[NH:7][CH:6]=1. The catalyst class is: 54. (3) Product: [NH2:34][C:20]1[C:19]2[N:18]([C:17]([C@@H:25]3[CH2:28][C@H:27]([O:29][CH2:41][C:42]([O:44][C:45]([CH3:48])([CH3:47])[CH3:46])=[O:43])[CH2:26]3)=[N:16][C:15]=2[C:11]2[CH:12]=[CH:13][CH:14]=[C:9]([O:8][CH2:1][C:2]3[CH:7]=[CH:6][CH:5]=[CH:4][CH:3]=3)[CH:10]=2)[CH:23]=[CH:22][N:21]=1. The catalyst class is: 1. Reactant: [CH2:1]([O:8][C:9]1[CH:10]=[C:11]([C:15]2[N:16]=[C:17]([C@@H:25]3[CH2:28][C@H:27]([OH:29])[CH2:26]3)[N:18]3[CH:23]=[CH:22][N:21]=[C:20](Cl)[C:19]=23)[CH:12]=[CH:13][CH:14]=1)[C:2]1[CH:7]=[CH:6][CH:5]=[CH:4][CH:3]=1.C[Si]([N-:34][Si](C)(C)C)(C)C.[Na+].Br[CH2:41][C:42]([O:44][C:45]([CH3:48])([CH3:47])[CH3:46])=[O:43]. (4) Reactant: COC1C=CC(C[N:8]2[C:13]3[CH:14]=[CH:15][CH:16]=[CH:17][C:12]=3[CH:11]=[CH:10][S:9]2(=[O:19])=[O:18])=CC=1.FC(F)(F)C(O)=O. Product: [NH:8]1[C:13]2[CH:14]=[CH:15][CH:16]=[CH:17][C:12]=2[CH:11]=[CH:10][S:9]1(=[O:18])=[O:19]. The catalyst class is: 2.